The task is: Predict the reactants needed to synthesize the given product.. This data is from Full USPTO retrosynthesis dataset with 1.9M reactions from patents (1976-2016). (1) Given the product [C:1]([O:4][CH:5]1[C:6]([O:54][CH3:55])([CH3:53])[CH2:7][CH2:8][CH:9]([O:47][CH:48]([O:50][CH2:51][CH3:52])[CH3:49])[CH2:10][C:11]([O:13][CH:14](/[C:19](/[CH3:46])=[CH:20]/[CH:21]=[CH:22]/[C:23]([O:40][CH:41]([O:43][CH2:44][CH3:45])[CH3:42])([CH3:39])[CH2:24][CH:25]2[O:38][CH:26]2[CH:27]([CH3:37])[CH:28]([O:31][CH:32]([O:34][CH2:35][CH3:36])[CH3:33])[CH2:29][CH3:30])[CH:15]([CH3:18])[CH:16]=[CH:17]1)=[O:12])(=[O:3])[CH3:2], predict the reactants needed to synthesize it. The reactants are: [C:1]([O:4][CH:5]1[C:6]([OH:54])([CH3:53])[CH2:7][CH2:8][CH:9]([O:47][CH:48]([O:50][CH2:51][CH3:52])[CH3:49])[CH2:10][C:11]([O:13][CH:14](/[C:19](/[CH3:46])=[CH:20]/[CH:21]=[CH:22]/[C:23]([O:40][CH:41]([O:43][CH2:44][CH3:45])[CH3:42])([CH3:39])[CH2:24][CH:25]2[O:38][CH:26]2[CH:27]([CH3:37])[CH:28]([O:31][CH:32]([O:34][CH2:35][CH3:36])[CH3:33])[CH2:29][CH3:30])[CH:15]([CH3:18])[CH:16]=[CH:17]1)=[O:12])(=[O:3])[CH3:2].[CH3:55]N(C1C2C(=CC=CC=2N(C)C)C=CC=1)C.FC(F)(F)S(OC)(=O)=O. (2) Given the product [CH2:12]([O:11][C:4]1[CH:5]=[CH:6][C:7]([N+:8]([O-:10])=[O:9])=[C:2]([F:1])[CH:3]=1)[C:13]1[CH:18]=[CH:17][CH:16]=[CH:15][CH:14]=1, predict the reactants needed to synthesize it. The reactants are: [F:1][C:2]1[CH:3]=[C:4]([OH:11])[CH:5]=[CH:6][C:7]=1[N+:8]([O-:10])=[O:9].[CH2:12](Br)[C:13]1[CH:18]=[CH:17][CH:16]=[CH:15][CH:14]=1.C([O-])([O-])=O.[K+].[K+].O.